Dataset: Forward reaction prediction with 1.9M reactions from USPTO patents (1976-2016). Task: Predict the product of the given reaction. (1) Given the reactants [CH3:1][O:2][CH2:3][CH2:4][N:5]1[C:13]2[C:8](=[N:9][CH:10]=[CH:11][CH:12]=2)[CH:7]=[C:6]1[C:14]([OH:16])=O.[C:17]([O:21][C:22](=[O:37])[NH:23][CH2:24][C:25]1[CH:30]=[CH:29][CH:28]=[C:27]([CH:31]2[CH2:36][CH2:35][NH:34][CH2:33][CH2:32]2)[CH:26]=1)([CH3:20])([CH3:19])[CH3:18], predict the reaction product. The product is: [C:17]([O:21][C:22](=[O:37])[NH:23][CH2:24][C:25]1[CH:30]=[CH:29][CH:28]=[C:27]([CH:31]2[CH2:36][CH2:35][N:34]([C:14]([C:6]3[N:5]([CH2:4][CH2:3][O:2][CH3:1])[C:13]4[C:8](=[N:9][CH:10]=[CH:11][CH:12]=4)[CH:7]=3)=[O:16])[CH2:33][CH2:32]2)[CH:26]=1)([CH3:20])([CH3:18])[CH3:19]. (2) The product is: [N:28]1([N:33]=[C:34]2[CH:35]=[CH:36][C:37]([NH:40][C:21]([C@@H:20]3[CH2:19][C:18]4[C:13](=[CH:14][C:15]([O:26][CH3:27])=[C:16]([O:24][CH3:25])[CH:17]=4)[CH2:12][N:11]3[C:9]([NH:8][C:5]3[CH:4]=[CH:3][C:2]([Cl:1])=[CH:7][CH:6]=3)=[O:10])=[O:23])=[CH:38][CH2:39]2)[CH2:29][CH2:30][CH2:31][CH2:32]1. Given the reactants [Cl:1][C:2]1[CH:7]=[CH:6][C:5]([NH:8][C:9]([N:11]2[C@H:20]([C:21]([OH:23])=O)[CH2:19][C:18]3[C:13](=[CH:14][C:15]([O:26][CH3:27])=[C:16]([O:24][CH3:25])[CH:17]=3)[CH2:12]2)=[O:10])=[CH:4][CH:3]=1.[N:28]1([N:33]=[C:34]2[CH:39]=[CH:38][C:37]([NH2:40])=[CH:36][CH2:35]2)[CH2:32][CH2:31][CH2:30][CH2:29]1.C(Cl)CCl, predict the reaction product. (3) Given the reactants [CH3:1][O:2][CH2:3][CH2:4][O:5][C:6]1[CH:7]=[C:8]([NH2:22])[C:9](=[CH:15][C:16]=1[O:17][CH2:18][CH2:19][O:20][CH3:21])[C:10](OCC)=[O:11].[CH:23]([O-])([O-])OC.C([O-])(=O)C.[NH4+:32], predict the reaction product. The product is: [CH3:21][O:20][CH2:19][CH2:18][O:17][C:16]1[CH:15]=[C:9]2[C:8](=[CH:7][C:6]=1[O:5][CH2:4][CH2:3][O:2][CH3:1])[N:22]=[CH:23][NH:32][C:10]2=[O:11]. (4) Given the reactants [Na].C(O[C:5](=[O:11])[C:6]([O:8][CH2:9][CH3:10])=[O:7])C.[CH3:12][CH:13]([CH3:17])[C:14](=[O:16])[CH3:15], predict the reaction product. The product is: [CH2:9]([O:8][C:6](=[O:7])[C:5](=[O:11])[CH2:15][C:14](=[O:16])[CH:13]([CH3:17])[CH3:12])[CH3:10]. (5) Given the reactants [Br:1][C:2]1[CH:7]=[CH:6][C:5]([OH:8])=[CH:4][C:3]=1[F:9].C([O-])([O-])=O.[K+].[K+].Br[CH2:17][C:18]([O:20][CH2:21][CH3:22])=[O:19], predict the reaction product. The product is: [Br:1][C:2]1[CH:7]=[CH:6][C:5]([O:8][CH2:17][C:18]([O:20][CH2:21][CH3:22])=[O:19])=[CH:4][C:3]=1[F:9]. (6) Given the reactants [CH3:1][O:2][C:3]1[CH:4]=[C:5]([CH:7]=[CH:8][C:9]=1[N:10]1[CH:14]=[C:13]([CH3:15])[N:12]=[CH:11]1)[NH2:6].Cl[C:17]1[CH:18]=[CH:19][C:20]2[CH2:21][N:22]([CH2:34][CH2:35][F:36])[CH2:23][CH:24]([C:28]3[CH:33]=[CH:32][CH:31]=[CH:30][CH:29]=3)[O:25][C:26]=2[N:27]=1, predict the reaction product. The product is: [F:36][CH2:35][CH2:34][N:22]1[CH2:21][C:20]2[CH:19]=[CH:18][C:17]([NH:6][C:5]3[CH:7]=[CH:8][C:9]([N:10]4[CH:14]=[C:13]([CH3:15])[N:12]=[CH:11]4)=[C:3]([O:2][CH3:1])[CH:4]=3)=[N:27][C:26]=2[O:25][CH:24]([C:28]2[CH:33]=[CH:32][CH:31]=[CH:30][CH:29]=2)[CH2:23]1. (7) Given the reactants [C:1]([N:8]1[C:12]2[CH:13]=[CH:14][CH:15]=[CH:16][C:11]=2[N:10]=[C:9]1[CH3:17])([O:3][C:4]([CH3:7])([CH3:6])[CH3:5])=[O:2].[Br:18]N1C(=O)CCC1=O, predict the reaction product. The product is: [C:1]([N:8]1[C:12]2[CH:13]=[CH:14][CH:15]=[CH:16][C:11]=2[N:10]=[C:9]1[CH2:17][Br:18])([O:3][C:4]([CH3:7])([CH3:6])[CH3:5])=[O:2]. (8) Given the reactants [CH2:1]([CH:3]([C:6]1[C:7]2[N:8]([CH:13]=[C:14]([CH3:16])[N:15]=2)[N:9]=[C:10]([CH3:12])[CH:11]=1)[CH2:4][CH3:5])[CH3:2].Br[C:18]1[C:19]([C:24]2[CH:29]=[CH:28][CH:27]=[CH:26][CH:25]=2)=[N:20][N:21]([CH3:23])[CH:22]=1.C(=O)([O-])[O-].[Cs+].[Cs+], predict the reaction product. The product is: [CH3:23][N:21]1[CH:22]=[C:18]([C:13]2[N:8]3[N:9]=[C:10]([CH3:12])[CH:11]=[C:6]([CH:3]([CH2:4][CH3:5])[CH2:1][CH3:2])[C:7]3=[N:15][C:14]=2[CH3:16])[C:19]([C:24]2[CH:25]=[CH:26][CH:27]=[CH:28][CH:29]=2)=[N:20]1.